Dataset: Reaction yield outcomes from USPTO patents with 853,638 reactions. Task: Predict the reaction yield, written as a fraction of the theoretical maximum amount of product (1.0 means a 100% yield; for example, 0.34 means a 34% yield). The reactants are C(OC([N:8]1[CH2:13][CH2:12][S:11](=[O:15])(=[O:14])[CH2:10][CH2:9]1)=O)(C)(C)C.[F:16][C:17]([F:22])([F:21])[C:18]([OH:20])=[O:19].C(OCC)C. The catalyst is C(Cl)Cl. The product is [F:16][C:17]([F:22])([F:21])[C:18]([OH:20])=[O:19].[NH:8]1[CH2:13][CH2:12][S:11](=[O:15])(=[O:14])[CH2:10][CH2:9]1. The yield is 0.990.